Dataset: NCI-60 drug combinations with 297,098 pairs across 59 cell lines. Task: Regression. Given two drug SMILES strings and cell line genomic features, predict the synergy score measuring deviation from expected non-interaction effect. (1) Synergy scores: CSS=-1.18, Synergy_ZIP=-0.0344, Synergy_Bliss=-0.454, Synergy_Loewe=-1.48, Synergy_HSA=-1.83. Drug 1: C1=NNC2=C1C(=O)NC=N2. Drug 2: C1CNP(=O)(OC1)N(CCCl)CCCl. Cell line: NCI-H522. (2) Drug 1: C1=NC2=C(N=C(N=C2N1C3C(C(C(O3)CO)O)O)F)N. Drug 2: CCC(=C(C1=CC=CC=C1)C2=CC=C(C=C2)OCCN(C)C)C3=CC=CC=C3.C(C(=O)O)C(CC(=O)O)(C(=O)O)O. Cell line: NCI-H226. Synergy scores: CSS=0.0460, Synergy_ZIP=0.667, Synergy_Bliss=0.447, Synergy_Loewe=-1.93, Synergy_HSA=-0.994. (3) Drug 1: CNC(=O)C1=NC=CC(=C1)OC2=CC=C(C=C2)NC(=O)NC3=CC(=C(C=C3)Cl)C(F)(F)F. Drug 2: COCCOC1=C(C=C2C(=C1)C(=NC=N2)NC3=CC=CC(=C3)C#C)OCCOC.Cl. Cell line: COLO 205. Synergy scores: CSS=-1.62, Synergy_ZIP=4.99, Synergy_Bliss=7.84, Synergy_Loewe=-1.51, Synergy_HSA=-0.636. (4) Drug 1: CNC(=O)C1=NC=CC(=C1)OC2=CC=C(C=C2)NC(=O)NC3=CC(=C(C=C3)Cl)C(F)(F)F. Drug 2: N.N.Cl[Pt+2]Cl. Cell line: NCI-H460. Synergy scores: CSS=72.2, Synergy_ZIP=0.341, Synergy_Bliss=-1.94, Synergy_Loewe=-4.42, Synergy_HSA=-2.44. (5) Drug 1: COC1=C2C(=CC3=C1OC=C3)C=CC(=O)O2. Drug 2: CC12CCC3C(C1CCC2OP(=O)(O)O)CCC4=C3C=CC(=C4)OC(=O)N(CCCl)CCCl.[Na+]. Cell line: UACC-257. Synergy scores: CSS=2.45, Synergy_ZIP=0.128, Synergy_Bliss=-0.461, Synergy_Loewe=-3.73, Synergy_HSA=-3.30. (6) Cell line: HOP-92. Drug 2: CCC1=C2CN3C(=CC4=C(C3=O)COC(=O)C4(CC)O)C2=NC5=C1C=C(C=C5)O. Synergy scores: CSS=41.0, Synergy_ZIP=4.34, Synergy_Bliss=2.90, Synergy_Loewe=-47.6, Synergy_HSA=2.57. Drug 1: CNC(=O)C1=CC=CC=C1SC2=CC3=C(C=C2)C(=NN3)C=CC4=CC=CC=N4.